From a dataset of Catalyst prediction with 721,799 reactions and 888 catalyst types from USPTO. Predict which catalyst facilitates the given reaction. (1) Reactant: [N:1]([CH2:4][C@@H:5]1[CH2:10][C@H:9]([O:11][CH3:12])[CH2:8][CH2:7][C@@H:6]1[NH:13][C:14](=[O:23])[O:15][CH2:16][C:17]1[CH:22]=[CH:21][CH:20]=[CH:19][CH:18]=1)=[N+]=[N-].O.C1(P(C2C=CC=CC=2)C2C=CC=CC=2)C=CC=CC=1.C([O-])([O-])=O.[Na+].[Na+].[C:50]([O:54][C:55](O[C:55]([O:54][C:50]([CH3:53])([CH3:52])[CH3:51])=[O:56])=[O:56])([CH3:53])([CH3:52])[CH3:51]. Product: [CH2:16]([O:15][C:14]([NH:13][C@H:6]1[CH2:7][CH2:8][C@@H:9]([O:11][CH3:12])[CH2:10][C@H:5]1[CH2:4][NH:1][C:55](=[O:56])[O:54][C:50]([CH3:53])([CH3:52])[CH3:51])=[O:23])[C:17]1[CH:22]=[CH:21][CH:20]=[CH:19][CH:18]=1. The catalyst class is: 1. (2) Reactant: Br[C:2]1[CH:7]=[CH:6][C:5]([C:8]2[CH:13]=[CH:12][C:11]([N:14]3[CH:18]=[CH:17][N:16]=[N:15]3)=[CH:10][CH:9]=2)=[CH:4][CH:3]=1.[Cl:19][C:20]1[CH:28]=[C:27]2[C:23]([CH2:24][C:25](=[O:29])[NH:26]2)=[CH:22][C:21]=1B1OC(C)(C)C(C)(C)O1.[O-]P([O-])([O-])=O.[K+].[K+].[K+]. Product: [Cl:19][C:20]1[CH:28]=[C:27]2[C:23]([CH2:24][C:25](=[O:29])[NH:26]2)=[CH:22][C:21]=1[C:2]1[CH:7]=[CH:6][C:5]([C:8]2[CH:13]=[CH:12][C:11]([N:14]3[CH:18]=[CH:17][N:16]=[N:15]3)=[CH:10][CH:9]=2)=[CH:4][CH:3]=1. The catalyst class is: 70. (3) Reactant: [CH2:1]([N:26]1[C:30]([CH3:32])([CH3:31])[C:29](=[O:33])[N:28]([C:34]2[CH:41]=[CH:40][C:37]([C:38]#[N:39])=[C:36]([C:42]([F:45])([F:44])[F:43])[CH:35]=2)[C:27]1=[O:46])/[CH:2]=[CH:3]\[CH2:4][N:5]1[C:9]([CH3:11])([CH3:10])[C:8](=[O:12])[N:7]([C:13]2[CH:20]=[CH:19][C:16]([C:17]#[N:18])=[C:15]([C:21]([F:24])([F:23])[F:22])[CH:14]=2)[C:6]1=[O:25].C(Cl)Cl.CC[OH:52].ClC1C=CC=C(C(OO)=O)C=1. Product: [O:52]1[C@@H:2]([CH2:1][N:26]2[C:30]([CH3:32])([CH3:31])[C:29](=[O:33])[N:28]([C:34]3[CH:41]=[CH:40][C:37]([C:38]#[N:39])=[C:36]([C:42]([F:45])([F:44])[F:43])[CH:35]=3)[C:27]2=[O:46])[C@H:3]1[CH2:4][N:5]1[C:9]([CH3:11])([CH3:10])[C:8](=[O:12])[N:7]([C:13]2[CH:20]=[CH:19][C:16]([C:17]#[N:18])=[C:15]([C:21]([F:23])([F:24])[F:22])[CH:14]=2)[C:6]1=[O:25]. The catalyst class is: 4. (4) Reactant: [NH:1]1[CH2:5][CH2:4][CH2:3][C@H:2]1[C:6]([OH:8])=[O:7].[CH3:9][C:10]([CH3:12])=O. Product: [CH:10]([N:1]1[CH2:5][CH2:4][CH2:3][C@H:2]1[C:6]([OH:8])=[O:7])([CH3:12])[CH3:9]. The catalyst class is: 19. (5) Reactant: [NH2:1][C:2]1[CH:3]=[C:4]([CH:8]2[CH2:13][CH2:12][N:11]([C:14](OC(C)(C)C)=O)[CH2:10][CH2:9]2)[CH:5]=[CH:6][CH:7]=1.[H-].[Al+3].[Li+].[H-].[H-].[H-]. Product: [CH3:14][N:11]1[CH2:12][CH2:13][CH:8]([C:4]2[CH:3]=[C:2]([NH2:1])[CH:7]=[CH:6][CH:5]=2)[CH2:9][CH2:10]1. The catalyst class is: 6. (6) Reactant: [Br:1][C:2]1[CH:3]=[CH:4][C:5]([CH2:8]Br)=[N:6][CH:7]=1.[C-:10]#[N:11].[K+]. The catalyst class is: 88. Product: [Br:1][C:2]1[CH:3]=[CH:4][C:5]([CH2:8][C:10]#[N:11])=[N:6][CH:7]=1. (7) Reactant: [Cl:1][C:2]1[C:3]([CH3:33])=[C:4]([CH2:8][N:9]2[C:14]3[N:15]=[C:16]([N:18]4[CH2:23][CH2:22][O:21][CH2:20][CH2:19]4)[S:17][C:13]=3[C:12](=[O:24])[N:11]=[C:10]2[CH2:25][S:26][C:27]2[CH:32]=[CH:31][CH:30]=[CH:29][CH:28]=2)[CH:5]=[CH:6][CH:7]=1.B1([O-])OO1.[OH2:38].[OH2:39].O.O.[Na+]. Product: [Cl:1][C:2]1[C:3]([CH3:33])=[C:4]([CH2:8][N:9]2[C:14]3[N:15]=[C:16]([N:18]4[CH2:23][CH2:22][O:21][CH2:20][CH2:19]4)[S:17][C:13]=3[C:12](=[O:24])[N:11]=[C:10]2[CH2:25][S:26]([C:27]2[CH:32]=[CH:31][CH:30]=[CH:29][CH:28]=2)(=[O:39])=[O:38])[CH:5]=[CH:6][CH:7]=1. The catalyst class is: 15.